This data is from Reaction yield outcomes from USPTO patents with 853,638 reactions. The task is: Predict the reaction yield, written as a fraction of the theoretical maximum amount of product (1.0 means a 100% yield; for example, 0.34 means a 34% yield). (1) The reactants are [F:1][C:2]([F:13])([F:12])[C:3]1[NH:11][C:6]2=[N:7][CH:8]=[CH:9][CH:10]=[C:5]2[CH:4]=1.ClC1C=C(C=CC=1)C(OO)=[O:19]. The catalyst is CCOC(C)=O. The product is [F:13][C:2]([F:1])([F:12])[C:3]1[NH:11][C:6]2=[N+:7]([O-:19])[CH:8]=[CH:9][CH:10]=[C:5]2[CH:4]=1. The yield is 0.470. (2) The reactants are [Na].C(O[C:5]([C:7]1[C:8]([N:15]([CH:23]2[CH2:28][CH2:27][CH2:26][CH2:25][CH2:24]2)[CH2:16][CH2:17][C:18]([O:20][CH2:21][CH3:22])=[O:19])=[N:9][C:10]([S:13][CH3:14])=[N:11][CH:12]=1)=[O:6])C.CC(C)([O-])C.[Na+].Cl. The catalyst is C1(C)C=CC=CC=1.C(O)(C)(C)C. The product is [CH2:21]([O:20][C:18]([CH:17]1[CH2:16][N:15]([CH:23]2[CH2:24][CH2:25][CH2:26][CH2:27][CH2:28]2)[C:8]2[N:9]=[C:10]([S:13][CH3:14])[N:11]=[CH:12][C:7]=2[C:5]1=[O:6])=[O:19])[CH3:22]. The yield is 0.420. (3) The reactants are [CH2:1]([N:8]1[CH:13]=[CH:12][C:11]([OH:14])=[CH:10][C:9]1=[O:15])[C:2]1[CH:7]=[CH:6][CH:5]=[CH:4][CH:3]=1.C(N(CC)CC)C.[CH3:23][N:24]([C:28]1[CH:33]=[CH:32][CH:31]=[CH:30][CH:29]=1)[C:25](Cl)=[O:26].CO. The catalyst is C(#N)C.ClCCl. The product is [CH3:23][N:24]([C:28]1[CH:33]=[CH:32][CH:31]=[CH:30][CH:29]=1)[C:25](=[O:26])[O:14][C:11]1[CH:12]=[CH:13][N:8]([CH2:1][C:2]2[CH:3]=[CH:4][CH:5]=[CH:6][CH:7]=2)[C:9](=[O:15])[CH:10]=1. The yield is 0.610. (4) The reactants are [CH3:1][C:2]1[N:7]([CH3:8])[N:6]([C:9]2[CH:10]=[CH:11][CH:12]=[CH:13][CH:14]=2)[C:4](=[O:5])[CH:3]=1.[Cl:15]N1C(=O)CCC1=O.C(OCC)(=O)C. The catalyst is C(Cl)Cl. The product is [Cl:15][C:3]1[C:4](=[O:5])[N:6]([C:9]2[CH:14]=[CH:13][CH:12]=[CH:11][CH:10]=2)[N:7]([CH3:8])[C:2]=1[CH3:1]. The yield is 0.820. (5) The reactants are [N:1]1[CH:6]=[CH:5][C:4]([C:7]2[C:8]([C:12]3[CH:13]=[C:14]([NH:18][C:19]([NH:21][C:22]4[CH:27]=[CH:26][C:25]([C:28]([F:31])([F:30])[F:29])=[CH:24][CH:23]=4)=[O:20])[CH:15]=[CH:16][CH:17]=3)=[N:9][NH:10][CH:11]=2)=[CH:3][CH:2]=1.C1COCC1.Cl[C:38]([O:40][CH2:41][CH3:42])=[O:39]. No catalyst specified. The product is [CH2:41]([O:40][C:38]([N:10]1[CH:11]=[C:7]([C:4]2[CH:5]=[CH:6][N:1]=[CH:2][CH:3]=2)[C:8]([C:12]2[CH:17]=[CH:16][CH:15]=[C:14]([NH:18][C:19]([NH:21][C:22]3[CH:27]=[CH:26][C:25]([C:28]([F:31])([F:30])[F:29])=[CH:24][CH:23]=3)=[O:20])[CH:13]=2)=[N:9]1)=[O:39])[CH3:42]. The yield is 0.770. (6) The reactants are [F:1][C:2]1[C:11]([CH2:12][N:13]2C(=O)C3C(=CC=CC=3)C2=O)=[C:10]([F:24])[CH:9]=[C:8]2[C:3]=1[CH:4]=[CH:5][CH:6]=[N:7]2.O.NN. The catalyst is CO. The product is [F:1][C:2]1[C:11]([CH2:12][NH2:13])=[C:10]([F:24])[CH:9]=[C:8]2[C:3]=1[CH:4]=[CH:5][CH:6]=[N:7]2. The yield is 0.880. (7) The reactants are [CH:1]1([C:6]([OH:16])([C:10]2[CH:15]=[CH:14][CH:13]=[CH:12][CH:11]=2)[C:7]([OH:9])=O)[CH2:5][CH2:4][CH2:3][CH2:2]1.[CH2:17]([N:24]1[CH2:28][CH2:27][C@H:26]([NH2:29])[CH2:25]1)[C:18]1[CH:23]=[CH:22][CH:21]=[CH:20][CH:19]=1.CN1CCOCC1.ON1C2C=CC=CC=2N=N1. The catalyst is CN(C)C=O.O. The product is [CH:1]1([C:6]([OH:16])([C:10]2[CH:15]=[CH:14][CH:13]=[CH:12][CH:11]=2)[C:7]([NH:29][C@H:26]2[CH2:27][CH2:28][N:24]([CH2:17][C:18]3[CH:23]=[CH:22][CH:21]=[CH:20][CH:19]=3)[CH2:25]2)=[O:9])[CH2:2][CH2:3][CH2:4][CH2:5]1. The yield is 0.950. (8) The reactants are [CH2:1]([N:8]1[C:16]2[C:11](=[C:12](Br)[CH:13]=[CH:14][CH:15]=2)[CH:10]=[CH:9]1)[C:2]1[CH:7]=[CH:6][CH:5]=[CH:4][CH:3]=1.[F:18][C:19]([F:31])([F:30])[O:20][C:21]1[CH:26]=[CH:25][C:24](B(O)O)=[CH:23][CH:22]=1.ClCCl.C(=O)([O-])[O-].[K+].[K+]. The catalyst is O1CCOCC1.O.C1C=CC(P(C2C=CC=CC=2)[C-]2C=CC=C2)=CC=1.C1C=CC(P(C2C=CC=CC=2)[C-]2C=CC=C2)=CC=1.Cl[Pd]Cl.[Fe+2]. The product is [CH2:1]([N:8]1[C:16]2[C:11](=[C:12]([C:24]3[CH:23]=[CH:22][C:21]([O:20][C:19]([F:18])([F:30])[F:31])=[CH:26][CH:25]=3)[CH:13]=[CH:14][CH:15]=2)[CH:10]=[CH:9]1)[C:2]1[CH:7]=[CH:6][CH:5]=[CH:4][CH:3]=1. The yield is 0.240. (9) The reactants are [NH2:1][CH2:2][C:3]1[C:4]([F:20])=[C:5]([O:10][C:11]2[CH:12]=[C:13]([CH:16]=[C:17](Br)[CH:18]=2)[C:14]#[N:15])[C:6]([Cl:9])=[CH:7][CH:8]=1.[CH2:21](O)[CH2:22]C. The catalyst is C1C=CC(P(C2C=CC=CC=2)[C-]2C=CC=C2)=CC=1.C1C=CC(P(C2C=CC=CC=2)[C-]2C=CC=C2)=CC=1.Cl[Pd]Cl.[Fe+2]. The product is [NH2:1][CH2:2][C:3]1[C:4]([F:20])=[C:5]([O:10][C:11]2[CH:12]=[C:13]([CH:16]=[C:17]([CH:21]=[CH2:22])[CH:18]=2)[C:14]#[N:15])[C:6]([Cl:9])=[CH:7][CH:8]=1. The yield is 0.870. (10) The reactants are [CH2:1]([O:3][C:4]([C@@:6]12[CH2:24][C@H:23]1[CH:22]=[CH:21][CH2:20][CH2:19][CH2:18][CH2:17][CH2:16][C@H:15]([NH:25][C:26]([O:28][C:29]([CH3:32])([CH3:31])[CH3:30])=[O:27])[C:14](=[O:33])[N:13]1[C@@H:9]([CH2:10][C@@H:11]([OH:34])[CH2:12]1)[C:8](=[O:35])[NH:7]2)=[O:5])[CH3:2].C1N=CN([C:41]([N:43]2[CH:47]=N[CH:45]=[CH:44]2)=[O:42])C=1.C(Cl)Cl.CO.C1[C:61]2[C:56](=[CH:57][CH:58]=C[CH:60]=2)CN1. The catalyst is C(Cl)Cl. The product is [CH2:1]([O:3][C:4]([C@@:6]12[CH2:24][C@H:23]1[CH:22]=[CH:21][CH2:20][CH2:19][CH2:18][CH2:17][CH2:16][C@H:15]([NH:25][C:26]([O:28][C:29]([CH3:31])([CH3:30])[CH3:32])=[O:27])[C:14](=[O:33])[N:13]1[C@@H:9]([CH2:10][C@@H:11]([O:34][C:41]([N:43]3[CH2:44][C:45]4[C:58](=[CH:57][CH:56]=[CH:61][CH:60]=4)[CH2:47]3)=[O:42])[CH2:12]1)[C:8](=[O:35])[NH:7]2)=[O:5])[CH3:2]. The yield is 0.900.